From a dataset of Full USPTO retrosynthesis dataset with 1.9M reactions from patents (1976-2016). Predict the reactants needed to synthesize the given product. (1) Given the product [Cl:34][C:32]1[CH:33]=[C:28]([C:27]([O:26][CH3:25])=[O:36])[CH:29]=[N:30][C:31]=1[N:10]1[CH2:11][CH2:12][C:6]2[C:5]([NH:14][C:15]3[CH:20]=[CH:19][C:18]([C:21]([F:22])([F:24])[F:23])=[CH:17][CH:16]=3)=[N:4][C:3]([S:2][CH3:1])=[N:13][C:7]=2[CH2:8][CH2:9]1, predict the reactants needed to synthesize it. The reactants are: [CH3:1][S:2][C:3]1[N:4]=[C:5]([NH:14][C:15]2[CH:20]=[CH:19][C:18]([C:21]([F:24])([F:23])[F:22])=[CH:17][CH:16]=2)[C:6]2[CH2:12][CH2:11][NH:10][CH2:9][CH2:8][C:7]=2[N:13]=1.[CH3:25][O:26][C:27](=[O:36])[C:28]1[CH:33]=[C:32]([Cl:34])[C:31](Cl)=[N:30][CH:29]=1.CCN(CC)CC. (2) Given the product [CH2:16]([NH:19][C:5]1[CH:6]=[CH:7][N:8]=[C:9]2[NH:1][CH:2]=[CH:3][C:4]=12)[CH:17]=[CH2:18], predict the reactants needed to synthesize it. The reactants are: [NH:1]1[C:9]2[C:4](=[CH:5][CH:6]=[CH:7][N:8]=2)[CH:3]=[CH:2]1.CC(C)([O-])C.[Na+].[CH2:16]([NH2:19])[CH:17]=[CH2:18]. (3) Given the product [F:1][C:2]1[CH:3]=[CH:4][C:5]([C:8]2[C:12]([C:13]3[CH:18]=[CH:17][N:16]=[CH:15][CH:14]=3)=[CH:11][N:10]([CH3:19])[C:9]=2[C:20]([NH:24][CH2:25][C:26](=[O:27])[C:28]2[CH:33]=[CH:32][CH:31]=[CH:30][CH:29]=2)=[O:22])=[CH:6][CH:7]=1, predict the reactants needed to synthesize it. The reactants are: [F:1][C:2]1[CH:7]=[CH:6][C:5]([C:8]2[C:12]([C:13]3[CH:18]=[CH:17][N:16]=[CH:15][CH:14]=3)=[CH:11][N:10]([CH3:19])[C:9]=2[C:20]([OH:22])=O)=[CH:4][CH:3]=1.Cl.[NH2:24][CH2:25][C:26]([C:28]1[CH:33]=[CH:32][CH:31]=[CH:30][CH:29]=1)=[O:27].Cl.CN(C)CCCN=C=NCC.O.ON1C2C=CC=CC=2N=N1.C(N(CC)CC)C. (4) Given the product [CH3:1][O:2][C:3]1[CH:24]=[CH:23][C:6]([CH2:7][O:8][C:9]2[C:18]3[C:13](=[C:14]([Cl:21])[C:15]([O:19][CH3:20])=[CH:16][CH:17]=3)[N:12]=[C:11]([C:30]3[S:31][CH:32]=[C:33]([CH3:35])[N:34]=3)[CH:10]=2)=[CH:5][CH:4]=1, predict the reactants needed to synthesize it. The reactants are: [CH3:1][O:2][C:3]1[CH:24]=[CH:23][C:6]([CH2:7][O:8][C:9]2[C:18]3[C:13](=[C:14]([Cl:21])[C:15]([O:19][CH3:20])=[CH:16][CH:17]=3)[N:12]=[C:11](Cl)[CH:10]=2)=[CH:5][CH:4]=1.C([Sn](CCCC)(CCCC)[C:30]1[S:31][CH:32]=[C:33]([CH3:35])[N:34]=1)CCC.C(=O)([O-])[O-].[K+].[K+]. (5) Given the product [N:19]1[CH:20]=[CH:21][CH:22]=[C:17]([C:16]2[N:23]=[C:11]([C:9]3[CH:8]=[CH:7][C:5]4[NH:6][C:2](=[S:1])[NH:3][C:4]=4[CH:10]=3)[O:13][N:15]=2)[CH:18]=1, predict the reactants needed to synthesize it. The reactants are: [SH:1][C:2]1[NH:3][C:4]2[CH:10]=[C:9]([C:11]([OH:13])=O)[CH:8]=[CH:7][C:5]=2[N:6]=1.O[N:15]=[C:16]([NH2:23])[C:17]1[CH:22]=[CH:21][CH:20]=[N:19][CH:18]=1.N. (6) Given the product [F:23][C:24]1[CH:25]=[C:26]2[C:30](=[CH:31][C:32]=1[NH:33][C:34](=[O:38])[CH2:35][O:36][CH3:37])[NH:29][C:28](=[O:39])[C:27]2=[CH:21][C:3]1[NH:4][C:5]2[CH2:11][CH2:10][CH2:9][N:8]([CH2:12][CH2:13][N:14]3[CH2:15][CH2:16][CH2:17][CH2:18][CH2:19]3)[C:7](=[O:20])[C:6]=2[C:2]=1[CH3:1], predict the reactants needed to synthesize it. The reactants are: [CH3:1][C:2]1[C:6]2[C:7](=[O:20])[N:8]([CH2:12][CH2:13][N:14]3[CH2:19][CH2:18][CH2:17][CH2:16][CH2:15]3)[CH2:9][CH2:10][CH2:11][C:5]=2[NH:4][C:3]=1[CH:21]=O.[F:23][C:24]1[CH:25]=[C:26]2[C:30](=[CH:31][C:32]=1[NH:33][C:34](=[O:38])[CH2:35][O:36][CH3:37])[NH:29][C:28](=[O:39])[CH2:27]2. (7) Given the product [C:15]([C:23]1[CH:24]=[CH:25][C:26]([C:27]([NH:12][C:10]2[S:11][C:7]3[CH:6]=[C:5]([O:4][CH2:1][C:2]#[CH:3])[CH:14]=[CH:13][C:8]=3[N:9]=2)=[O:28])=[CH:30][CH:31]=1)(=[O:22])[C:16]1[CH:17]=[CH:18][CH:19]=[CH:20][CH:21]=1, predict the reactants needed to synthesize it. The reactants are: [CH2:1]([O:4][C:5]1[CH:14]=[CH:13][C:8]2[N:9]=[C:10]([NH2:12])[S:11][C:7]=2[CH:6]=1)[C:2]#[CH:3].[C:15]([C:23]1[CH:31]=[CH:30][C:26]([C:27](O)=[O:28])=[CH:25][CH:24]=1)(=[O:22])[C:16]1[CH:21]=[CH:20][CH:19]=[CH:18][CH:17]=1.CN(C(ON1N=NC2C=CC=CC1=2)=[N+](C)C)C.[B-](F)(F)(F)F.C(N(CC)CC)C. (8) The reactants are: [CH3:1][C:2]1[C:6]([C:7]2[N:8]([C:24]([NH:26][CH2:27][CH3:28])=[O:25])[C:9]3[C:14]([C:15]=2[C:16]2[CH:21]=[CH:20][C:19]([O:22]C)=[CH:18][CH:17]=2)=[CH:13][CH:12]=[CH:11][CH:10]=3)=[C:5]([CH3:29])[O:4][N:3]=1.B(F)(F)F.S(C)C.O. Given the product [CH3:1][C:2]1[C:6]([C:7]2[N:8]([C:24]([NH:26][CH2:27][CH3:28])=[O:25])[C:9]3[C:14]([C:15]=2[C:16]2[CH:21]=[CH:20][C:19]([OH:22])=[CH:18][CH:17]=2)=[CH:13][CH:12]=[CH:11][CH:10]=3)=[C:5]([CH3:29])[O:4][N:3]=1, predict the reactants needed to synthesize it.